Dataset: Experimentally validated miRNA-target interactions with 360,000+ pairs, plus equal number of negative samples. Task: Binary Classification. Given a miRNA mature sequence and a target amino acid sequence, predict their likelihood of interaction. The miRNA is mmu-miR-362-3p with sequence AACACACCUGUUCAAGGAUUCA. The protein sequence of the target gene is MADTACLALRLLAALREEEARAVEELLRLGADPNLVLDDGAAAVHLAARASHPRALHCLRMLLRWGADPNARSAEGLTPVHVAAAWGCCGALELLLSRGGDPTLRDQDGLRPLDWALQQRHHNCARVLQELDTPTQPDETREPTETFHVAQGSFETETCQGPALAESSGVSQDSELHVHRAELEVEAVEVAVHPQSSEATENSDYSSDASFVTAVEDSLQPGRPGGALELVAGLWVTRGAVSAGKGAPNCQPQVLTLTARDTDKPVLPGDGDLGALHPHSSVPPMSDLQLLQALRALGYS.... Result: 1 (interaction).